This data is from Peptide-MHC class II binding affinity with 134,281 pairs from IEDB. The task is: Regression. Given a peptide amino acid sequence and an MHC pseudo amino acid sequence, predict their binding affinity value. This is MHC class II binding data. The peptide sequence is RVLDTVEKWLACGVD. The MHC is HLA-DQA10501-DQB10302 with pseudo-sequence HLA-DQA10501-DQB10302. The binding affinity (normalized) is 0.243.